From a dataset of Full USPTO retrosynthesis dataset with 1.9M reactions from patents (1976-2016). Predict the reactants needed to synthesize the given product. (1) The reactants are: [NH2:1][C:2]1[N:6]([CH:7]([CH3:9])[CH3:8])[N:5]=[CH:4][C:3]=1[C:10]([NH2:12])=[O:11].[Cl:13][CH2:14][C:15](Cl)=O. Given the product [Cl:13][CH2:14][C:15]1[NH:12][C:10](=[O:11])[C:3]2[CH:4]=[N:5][N:6]([CH:7]([CH3:8])[CH3:9])[C:2]=2[N:1]=1, predict the reactants needed to synthesize it. (2) Given the product [CH3:41][C:37]1[C:36]([CH3:42])=[C:35]([C:31]2[CH:30]=[C:29]([C:27]3[CH2:26][C:25](=[O:43])[NH:24][C:9]4[CH:10]=[C:11]([C:20]([F:21])([F:23])[F:22])[C:12]([O:14][CH2:15][C:16]([F:18])([F:19])[F:17])=[CH:13][C:8]=4[N:7]=3)[CH:34]=[CH:33][CH:32]=2)[CH:40]=[CH:39][N:38]=1, predict the reactants needed to synthesize it. The reactants are: C(OC(=O)[NH:7][C:8]1[CH:13]=[C:12]([O:14][CH2:15][C:16]([F:19])([F:18])[F:17])[C:11]([C:20]([F:23])([F:22])[F:21])=[CH:10][C:9]=1[NH:24][C:25](=[O:43])[CH2:26][C:27]([C:29]1[CH:34]=[CH:33][CH:32]=[C:31]([C:35]2[CH:40]=[CH:39][N:38]=[C:37]([CH3:41])[C:36]=2[CH3:42])[CH:30]=1)=O)(C)(C)C.C(O)(C(F)(F)F)=O. (3) Given the product [Cl:5][C:6]1[CH:11]=[CH:10][N:9]=[C:8]2[CH:12]=[C:13]([C:15]([N:17]3[CH2:21][CH2:20][CH:19]([CH2:22][NH:23][CH3:24])[CH2:18]3)=[O:16])[S:14][C:7]=12, predict the reactants needed to synthesize it. The reactants are: [H-].[Na+].CI.[Cl:5][C:6]1[CH:11]=[CH:10][N:9]=[C:8]2[CH:12]=[C:13]([C:15]([N:17]3[CH2:21][CH2:20][CH:19]([CH2:22][NH:23][C:24](=O)OC(C)(C)C)[CH2:18]3)=[O:16])[S:14][C:7]=12.